This data is from Catalyst prediction with 721,799 reactions and 888 catalyst types from USPTO. The task is: Predict which catalyst facilitates the given reaction. (1) Reactant: [CH3:1][C:2]1[C:10]2[C:5](=[N:6][CH:7]=[C:8]([C:24]3[CH:29]=[CH:28][CH:27]=[CH:26][CH:25]=3)[C:9]=2[N:11]2[CH2:16][CH2:15][N:14]([C:17]([O:19][C:20]([CH3:23])([CH3:22])[CH3:21])=[O:18])[CH2:13][CH2:12]2)[N:4](S(C2C=CC=CC=2)(=O)=O)[CH:3]=1.C1COCC1.CO.[Li+].[OH-]. Product: [CH3:1][C:2]1[C:10]2[C:5](=[N:6][CH:7]=[C:8]([C:24]3[CH:29]=[CH:28][CH:27]=[CH:26][CH:25]=3)[C:9]=2[N:11]2[CH2:16][CH2:15][N:14]([C:17]([O:19][C:20]([CH3:23])([CH3:21])[CH3:22])=[O:18])[CH2:13][CH2:12]2)[NH:4][CH:3]=1. The catalyst class is: 6. (2) Reactant: [F:1][C:2]1[CH:7]=[CH:6][C:5]([CH:8]([N:33]2[CH2:38][CH2:37][N:36]([CH:39]([CH3:41])[CH3:40])[CH2:35][CH2:34]2)[CH2:9][N:10]2[CH2:15][CH2:14][N:13]([CH2:16][CH2:17][CH2:18][C:19]3[S:23][C:22]([C:24](=[O:26])[NH2:25])=[N:21][C:20]=3[C:27]3[CH:32]=[CH:31][CH:30]=[CH:29][CH:28]=3)[CH2:12][CH2:11]2)=[CH:4][CH:3]=1.[ClH:42].O1CCOCC1. Product: [ClH:42].[ClH:42].[ClH:42].[ClH:42].[F:1][C:2]1[CH:7]=[CH:6][C:5]([CH:8]([N:33]2[CH2:38][CH2:37][N:36]([CH:39]([CH3:41])[CH3:40])[CH2:35][CH2:34]2)[CH2:9][N:10]2[CH2:11][CH2:12][N:13]([CH2:16][CH2:17][CH2:18][C:19]3[S:23][C:22]([C:24](=[O:26])[NH2:25])=[N:21][C:20]=3[C:27]3[CH:32]=[CH:31][CH:30]=[CH:29][CH:28]=3)[CH2:14][CH2:15]2)=[CH:4][CH:3]=1. The catalyst class is: 8. (3) Reactant: [N:1]1([CH2:7][CH2:8][O:9][C:10]2[CH:15]=[C:14]([C:16]3[CH:21]=[CH:20][CH:19]=[CH:18][CH:17]=3)[N:13]=[C:12]([C:22]([OH:24])=O)[CH:11]=2)[CH2:6][CH2:5][O:4][CH2:3][CH2:2]1.[Li+].[Cl-:26].[N:27]1[C:35]2[C:30](=[N:31][CH:32]=[CH:33][CH:34]=2)[S:29][C:28]=1[C:36]1[CH:41]=[CH:40][CH:39]=[CH:38][C:37]=1[NH2:42].CN(C(ON1N=NC2C=CC=NC1=2)=[N+](C)C)C.F[P-](F)(F)(F)(F)F.CCN(C(C)C)C(C)C. Product: [ClH:26].[N:27]1[C:35]2[C:30](=[N:31][CH:32]=[CH:33][CH:34]=2)[S:29][C:28]=1[C:36]1[CH:41]=[CH:40][CH:39]=[CH:38][C:37]=1[NH:42][C:22]([C:12]1[CH:11]=[C:10]([O:9][CH2:8][CH2:7][N:1]2[CH2:6][CH2:5][O:4][CH2:3][CH2:2]2)[CH:15]=[C:14]([C:16]2[CH:21]=[CH:20][CH:19]=[CH:18][CH:17]=2)[N:13]=1)=[O:24]. The catalyst class is: 18. (4) Reactant: Cl[C:2]1[C:3]2[N:10]([CH3:11])[CH:9]=[CH:8][C:4]=2[N:5]=[CH:6][N:7]=1.[Cl:12][C:13]1[CH:14]=[C:15]([CH:17]=[CH:18][C:19]=1[O:20][C:21]1[CH:22]=[N:23][N:24]2[CH:29]=[CH:28][CH:27]=[CH:26][C:25]=12)[NH2:16].Cl.N1C=CC=CC=1.C(=O)([O-])O.[Na+]. Product: [Cl:12][C:13]1[CH:14]=[C:15]([NH:16][C:2]2[C:3]3[N:10]([CH3:11])[CH:9]=[CH:8][C:4]=3[N:5]=[CH:6][N:7]=2)[CH:17]=[CH:18][C:19]=1[O:20][C:21]1[CH:22]=[N:23][N:24]2[CH:29]=[CH:28][CH:27]=[CH:26][C:25]=12. The catalyst class is: 32.